The task is: Predict the reactants needed to synthesize the given product.. This data is from Full USPTO retrosynthesis dataset with 1.9M reactions from patents (1976-2016). (1) The reactants are: [F-].C([N+](CCCC)(CCCC)CCCC)CCC.[Si]([O:26][C@@H:27]([CH3:47])[C@H:28]([N:37]1[CH:45]=[N:44][C:43]2[C:38]1=[N:39][CH:40]=[N:41][C:42]=2[NH2:46])[CH2:29][CH2:30][C:31]1[CH:36]=[CH:35][CH:34]=[CH:33][CH:32]=1)(C(C)(C)C)(C)C.ClCCl.CO. Given the product [NH2:46][C:42]1[N:41]=[CH:40][N:39]=[C:38]2[C:43]=1[N:44]=[CH:45][N:37]2[C@H:28]([CH2:29][CH2:30][C:31]1[CH:32]=[CH:33][CH:34]=[CH:35][CH:36]=1)[C@@H:27]([OH:26])[CH3:47], predict the reactants needed to synthesize it. (2) Given the product [C:31]([O:30][C:29](=[O:35])[NH:28][C:26]1[N:25]([CH2:18][C:19]2[CH:20]=[CH:21][CH:22]=[CH:23][CH:24]=2)[C:3](=[O:17])[CH2:4][C@@:5]([CH3:6])([C:7]2[CH:12]=[CH:11][CH:10]=[C:9]([N+:13]([O-:15])=[O:14])[CH:8]=2)[N:16]=1)([CH3:34])([CH3:32])[CH3:33], predict the reactants needed to synthesize it. The reactants are: CO[C:3](=[O:17])[CH2:4][C@:5]([NH2:16])([C:7]1[CH:12]=[CH:11][CH:10]=[C:9]([N+:13]([O-:15])=[O:14])[CH:8]=1)[CH3:6].[CH2:18]([NH:25][C:26]([NH:28][C:29](=[O:35])[O:30][C:31]([CH3:34])([CH3:33])[CH3:32])=S)[C:19]1[CH:24]=[CH:23][CH:22]=[CH:21][CH:20]=1. (3) Given the product [NH3:7].[CH3:24][C:23]1[CH:22]=[C:21]([CH3:25])[NH:20][C:19](=[O:26])[C:18]=1[CH2:17][NH:16][C:14]([C:4]1[C:5]2[CH:6]=[N:7][N:8]([CH:11]([CH3:13])[CH3:12])[C:9]=2[CH:10]=[C:2]([C:30]2[CH:31]=[CH:32][N:27]=[CH:28][CH:29]=2)[CH:3]=1)=[O:15], predict the reactants needed to synthesize it. The reactants are: Br[C:2]1[CH:3]=[C:4]([C:14]([NH:16][CH2:17][C:18]2[C:19](=[O:26])[NH:20][C:21]([CH3:25])=[CH:22][C:23]=2[CH3:24])=[O:15])[C:5]2[CH:6]=[N:7][N:8]([CH:11]([CH3:13])[CH3:12])[C:9]=2[CH:10]=1.[N:27]1[CH:32]=[CH:31][C:30](B(O)O)=[CH:29][CH:28]=1.P([O-])([O-])([O-])=O.[K+].[K+].[K+].N#N. (4) Given the product [C:20]([O:24][C:25](=[O:34])[NH:26][C@@H:27]([C@H:29]1[CH2:33][CH2:32][N:31]([C:7]2[C:6]([CH3:15])=[C:5]3[C:10]([C:11](=[O:12])[N:2]([NH2:1])[C:3](=[O:19])[N:4]3[CH:16]3[CH2:18][CH2:17]3)=[CH:9][C:8]=2[F:13])[CH2:30]1)[CH3:28])([CH3:21])([CH3:22])[CH3:23], predict the reactants needed to synthesize it. The reactants are: [NH2:1][N:2]1[C:11](=[O:12])[C:10]2[C:5](=[C:6]([CH3:15])[C:7](F)=[C:8]([F:13])[CH:9]=2)[N:4]([CH:16]2[CH2:18][CH2:17]2)[C:3]1=[O:19].[C:20]([O:24][C:25](=[O:34])[NH:26][C@H:27]([C@@H:29]1[CH2:33][CH2:32][NH:31][CH2:30]1)[CH3:28])([CH3:23])([CH3:22])[CH3:21].C(N(CC)CC)C.N1CCCC1. (5) Given the product [CH3:32][N:8]([CH:9]1[CH2:14][CH2:13][CH:12]([O:15][C:16]2[C:27]3[C:26]4[C@@H:25]([CH2:28][C:29](=[O:30])[NH:71][CH2:72][C:73](=[O:74])[NH:75][CH3:76])[CH2:24][CH2:23][C:22]=4[S:21][C:20]=3[N:19]=[CH:18][N:17]=2)[CH2:11][CH2:10]1)[C:6](=[O:7])[O:5][C:1]([CH3:4])([CH3:2])[CH3:3], predict the reactants needed to synthesize it. The reactants are: [C:1]([O:5][C:6]([N:8]([CH3:32])[CH:9]1[CH2:14][CH2:13][CH:12]([O:15][C:16]2[C:27]3[C:26]4[C@@H:25]([CH2:28][C:29](O)=[O:30])[CH2:24][CH2:23][C:22]=4[S:21][C:20]=3[N:19]=[CH:18][N:17]=2)[CH2:11][CH2:10]1)=[O:7])([CH3:4])([CH3:3])[CH3:2].C(O)(=O)C.CN(C(ON1N=NC2C=CC=NC1=2)=[N+](C)C)C.F[P-](F)(F)(F)(F)F.CCN(C(C)C)C(C)C.Cl.[NH2:71][CH2:72][C:73]([NH:75][CH3:76])=[O:74]. (6) The reactants are: C(OC([N:8]1[CH2:12][C@@H:11]([CH2:13][NH:14][C:15]2[CH:20]=[CH:19][CH:18]=[CH:17][CH:16]=2)[C@H:10]([CH2:21][N:22]([CH:39]([CH3:41])[CH3:40])[C:23](=[O:38])[C:24]2[CH:29]=[CH:28][C:27]([O:30][CH3:31])=[C:26]([O:32][CH2:33][CH2:34][CH2:35][O:36][CH3:37])[CH:25]=2)[CH2:9]1)=O)(C)(C)C.C(O)(C(F)(F)F)=O.C([O-])(O)=O.[Na+]. Given the product [CH:39]([N:22]([CH2:21][C@H:10]1[C@H:11]([CH2:13][NH:14][C:15]2[CH:20]=[CH:19][CH:18]=[CH:17][CH:16]=2)[CH2:12][NH:8][CH2:9]1)[C:23](=[O:38])[C:24]1[CH:29]=[CH:28][C:27]([O:30][CH3:31])=[C:26]([O:32][CH2:33][CH2:34][CH2:35][O:36][CH3:37])[CH:25]=1)([CH3:41])[CH3:40], predict the reactants needed to synthesize it. (7) Given the product [CH3:13][CH:11]([CH2:10][CH2:9][CH2:8][C@H:7]([C@@H:6]1[C@:15]2([CH3:29])[C@H:3]([C@H:2]3[C@:18]([OH:1])([CH2:17][CH2:16]2)[C@:19]2([CH3:28])[C:24]([CH2:23][C@@H:22]([OH:27])[CH2:21][CH2:20]2)=[CH:25][CH2:26]3)[CH2:4][CH2:5]1)[CH3:14])[CH3:12], predict the reactants needed to synthesize it. The reactants are: [O:1]1[C@@:18]23[C@:19]4([CH3:28])[C:24](=[CH:25][CH2:26][C@@:2]12[C@H:3]1[C@:15]([CH3:29])([CH2:16][CH2:17]3)[C@@H:6]([C@H:7]([CH3:14])[CH2:8][CH2:9][CH2:10][CH:11]([CH3:13])[CH3:12])[CH2:5][CH2:4]1)[CH2:23][C@H:22]([OH:27])[CH2:21][CH2:20]4.[Li].